Dataset: Reaction yield outcomes from USPTO patents with 853,638 reactions. Task: Predict the reaction yield, written as a fraction of the theoretical maximum amount of product (1.0 means a 100% yield; for example, 0.34 means a 34% yield). (1) The reactants are [C:1]([C:3]1[CH:8]=[CH:7][C:6]([C:9]2([O:12][CH2:13][C:14]3[CH:19]=[CH:18][CH:17]=[CH:16][CH:15]=3)[CH2:11][CH2:10]2)=[C:5]([CH2:20][CH3:21])[CH:4]=1)#[CH:2].[CH2:22]([O:24][C:25](=[O:33])[C:26]1[CH:31]=[CH:30][C:29](I)=[CH:28][CH:27]=1)[CH3:23]. The catalyst is C(N(CC)CC)C.[Cu]I.Cl[Pd](Cl)([P](C1C=CC=CC=1)(C1C=CC=CC=1)C1C=CC=CC=1)[P](C1C=CC=CC=1)(C1C=CC=CC=1)C1C=CC=CC=1. The product is [CH2:13]([O:12][C:9]1([C:6]2[CH:7]=[CH:8][C:3]([C:1]#[C:2][C:29]3[CH:30]=[CH:31][C:26]([C:25]([O:24][CH2:22][CH3:23])=[O:33])=[CH:27][CH:28]=3)=[CH:4][C:5]=2[CH2:20][CH3:21])[CH2:11][CH2:10]1)[C:14]1[CH:15]=[CH:16][CH:17]=[CH:18][CH:19]=1. The yield is 0.720. (2) The reactants are N(C(N1CCCCC1)=O)=NC(N1CCCCC1)=O.[OH:19][C:20]1[CH:21]=[C:22]2[C:26](=[CH:27][CH:28]=1)[NH:25][C:24]([CH2:29][CH:30]([CH2:35][C:36]1[CH:41]=[CH:40][CH:39]=[CH:38][CH:37]=1)[C:31]([O:33]C)=[O:32])=[CH:23]2.O[CH2:43][CH2:44][CH2:45][NH:46][C:47]1[CH:52]=[CH:51][CH:50]=[CH:49][N:48]=1.C(P(CCCC)CCCC)CCC. The catalyst is O1CCCC1. The product is [CH2:35]([CH:30]([CH2:29][C:24]1[NH:25][C:26]2[C:22]([CH:23]=1)=[CH:21][C:20]([O:19][CH2:43][CH2:44][CH2:45][NH:46][C:47]1[CH:52]=[CH:51][CH:50]=[CH:49][N:48]=1)=[CH:28][CH:27]=2)[C:31]([OH:33])=[O:32])[C:36]1[CH:37]=[CH:38][CH:39]=[CH:40][CH:41]=1. The yield is 0.380. (3) The reactants are [Cl:1][C:2]1[CH:3]=[C:4]([NH:9][C:10]2[C:11]3[CH2:18][C:17](=[O:19])[NH:16][C:12]=3[N:13]=[CH:14][N:15]=2)[CH:5]=[CH:6][C:7]=1[F:8].[CH:20]([C:22]1[NH:26][C:25]([CH3:27])=[C:24]([CH2:28][C:29]([OH:31])=[O:30])[C:23]=1[CH3:32])=O. The catalyst is N1CCCCC1.C(O)C. The product is [Cl:1][C:2]1[CH:3]=[C:4]([NH:9][C:10]2[C:11]3[C:18](=[CH:20][C:22]4[NH:26][C:25]([CH3:27])=[C:24]([CH2:28][C:29]([OH:31])=[O:30])[C:23]=4[CH3:32])[C:17](=[O:19])[NH:16][C:12]=3[N:13]=[CH:14][N:15]=2)[CH:5]=[CH:6][C:7]=1[F:8]. The yield is 0.380. (4) The reactants are [Br:1][C:2]1[O:3][C:4]2[CH:10]=[CH:9][C:8]([CH2:11][C:12]([OH:14])=O)=[CH:7][C:5]=2[CH:6]=1.C1C=CC2N(O)N=NC=2C=1.C(Cl)CCl.CCN(C(C)C)C(C)C.[Cl:38][C:39]1[CH:44]=[CH:43][C:42]([CH:45]([C:47]2[CH:52]=[CH:51][CH:50]=[CH:49][CH:48]=2)[NH2:46])=[C:41]([CH3:53])[CH:40]=1. The catalyst is C(Cl)Cl. The product is [Br:1][C:2]1[O:3][C:4]2[CH:10]=[CH:9][C:8]([CH2:11][C:12]([NH:46][CH:45]([C:42]3[CH:43]=[CH:44][C:39]([Cl:38])=[CH:40][C:41]=3[CH3:53])[C:47]3[CH:48]=[CH:49][CH:50]=[CH:51][CH:52]=3)=[O:14])=[CH:7][C:5]=2[CH:6]=1. The yield is 0.660. (5) The reactants are [C:1]([O:5][C:6]([N:8]1[CH2:16][C:15]2[C:10](=[CH:11][CH:12]=[C:13](B3OC(C)(C)C(C)(C)O3)[CH:14]=2)[CH2:9]1)=[O:7])([CH3:4])([CH3:3])[CH3:2].Br[C:27]1[CH2:28][CH2:29][CH2:30][O:31][CH:32]=1.C(=O)([O-])[O-].[Na+].[Na+]. The catalyst is C(O)C.C1(C)C=CC=CC=1.O. The product is [C:1]([O:5][C:6]([N:8]1[CH2:16][C:15]2[C:10](=[CH:11][CH:12]=[C:13]([C:29]3[CH2:28][CH2:27][CH2:32][O:31][CH:30]=3)[CH:14]=2)[CH2:9]1)=[O:7])([CH3:2])([CH3:3])[CH3:4]. The yield is 0.400.